This data is from Volume of distribution at steady state (VDss) regression data from Lombardo et al.. The task is: Regression/Classification. Given a drug SMILES string, predict its absorption, distribution, metabolism, or excretion properties. Task type varies by dataset: regression for continuous measurements (e.g., permeability, clearance, half-life) or binary classification for categorical outcomes (e.g., BBB penetration, CYP inhibition). For this dataset (vdss_lombardo), we predict log10(VDss) (log10 of volume of distribution in L/kg). (1) The compound is CCC1(O)C[NH+]2CCC1CC2C(O)c1ccnc2ccc(OC)cc12. The log10(VDss) is 0.830. (2) The compound is COc1ccc(CC[NH2+]CC(O)COc2cccc(C)c2)cc1OC. The log10(VDss) is -0.170. (3) The drug is COc1ccc(C2Sc3ccccc3N(CC[NH+](C)C)C(=O)C2OC(C)=O)cc1. The log10(VDss) is 0.610.